The task is: Regression. Given a peptide amino acid sequence and an MHC pseudo amino acid sequence, predict their binding affinity value. This is MHC class I binding data.. This data is from Peptide-MHC class I binding affinity with 185,985 pairs from IEDB/IMGT. (1) The peptide sequence is RYQRMTGGY. The binding affinity (normalized) is 0.0847. The MHC is HLA-A26:01 with pseudo-sequence HLA-A26:01. (2) The binding affinity (normalized) is 0.758. The peptide sequence is GSSLQSKHRK. The MHC is Patr-A0301 with pseudo-sequence Patr-A0301. (3) The peptide sequence is LFNTVAVLY. The MHC is HLA-B15:09 with pseudo-sequence HLA-B15:09. The binding affinity (normalized) is 0.0847.